This data is from Reaction yield outcomes from USPTO patents with 853,638 reactions. The task is: Predict the reaction yield, written as a fraction of the theoretical maximum amount of product (1.0 means a 100% yield; for example, 0.34 means a 34% yield). (1) The reactants are [C:1]([O:5][C:6]([N:8]1[CH2:13][CH2:12][N:11]([C:14]2[CH:23]=[CH:22][CH:21]=[C:20]3[C:15]=2[CH2:16][CH2:17][CH2:18][NH:19]3)[CH2:10][CH2:9]1)=[O:7])([CH3:4])([CH3:3])[CH3:2].[H-].[Na+].I[CH3:27].O. The catalyst is C1COCC1.CN(C=O)C.C(OCC)(=O)C. The product is [C:1]([O:5][C:6]([N:8]1[CH2:13][CH2:12][N:11]([C:14]2[CH:23]=[CH:22][CH:21]=[C:20]3[C:15]=2[CH2:16][CH2:17][CH2:18][N:19]3[CH3:27])[CH2:10][CH2:9]1)=[O:7])([CH3:4])([CH3:2])[CH3:3]. The yield is 0.660. (2) The reactants are Cl[S:2]([C:5]1[CH:19]=[CH:18][C:8]([O:9][C:10]([CH3:17])([CH3:16])[C:11]([O:13][CH2:14][CH3:15])=[O:12])=[CH:7][CH:6]=1)(=O)=O.CCO.[Sn].Cl. The catalyst is C(Cl)Cl. The product is [CH3:17][C:10]([O:9][C:8]1[CH:7]=[CH:6][C:5]([SH:2])=[CH:19][CH:18]=1)([CH3:16])[C:11]([O:13][CH2:14][CH3:15])=[O:12]. The yield is 0.750. (3) The reactants are Br[C:2]1[CH:10]=[CH:9][C:5]2[CH:6]=[CH:7][O:8][C:4]=2[CH:3]=1.[CH3:11][NH2:12].CC([O-])=O.[K+]. The catalyst is CN(C=O)C.[OH-].[NH4+].[Cu]I. The product is [CH3:11][NH:12][C:2]1[CH:10]=[CH:9][C:5]2[CH:6]=[CH:7][O:8][C:4]=2[CH:3]=1. The yield is 0.330. (4) The reactants are CCN(C(C)C)C(C)C.[CH3:10][O:11][C:12]1[CH:13]=[CH:14][CH:15]=[C:16]2[C:21]=1[O:20][C:19](=[O:22])[C:18]([C:23]([OH:25])=O)=[CH:17]2.CN(C(ON1N=NC2C=CC=NC1=2)=[N+](C)C)C.F[P-](F)(F)(F)(F)F.[CH3:50][O:51][C:52]1[CH:53]=[C:54]2[C:59](=[CH:60][CH:61]=1)[CH:58]=[C:57]([C:62]1[CH:63]=[C:64]([NH2:68])[CH:65]=[CH:66][CH:67]=1)[CH:56]=[CH:55]2. The catalyst is CN(C=O)C. The product is [CH3:50][O:51][C:52]1[CH:53]=[C:54]2[C:59](=[CH:60][CH:61]=1)[CH:58]=[C:57]([C:62]1[CH:63]=[C:64]([NH:68][C:23]([C:18]3[C:19](=[O:22])[O:20][C:21]4[C:16]([CH:17]=3)=[CH:15][CH:14]=[CH:13][C:12]=4[O:11][CH3:10])=[O:25])[CH:65]=[CH:66][CH:67]=1)[CH:56]=[CH:55]2. The yield is 0.830.